The task is: Predict the reactants needed to synthesize the given product.. This data is from Full USPTO retrosynthesis dataset with 1.9M reactions from patents (1976-2016). (1) Given the product [N+:15]([C:18]1[CH:25]=[CH:24][C:21]([CH2:6][N:8]2[CH2:12][CH2:11][CH2:10][CH:9]2[CH:13]=[CH2:14])=[CH:20][CH:19]=1)([O-:17])=[O:16], predict the reactants needed to synthesize it. The reactants are: C(O[C:6]([N:8]1[CH2:12][CH2:11][CH2:10][CH:9]1[CH:13]=[CH2:14])=O)(C)(C)C.[N+:15]([C:18]1[CH:25]=[CH:24][C:21](CBr)=[CH:20][CH:19]=1)([O-:17])=[O:16].C([O-])([O-])=O.[K+].[K+].CCOC(C)=O. (2) Given the product [C:28]1([C:2]2[CH:3]=[CH:4][C:5]3[N:6]([C:8]([C:12]4[S:13][C:14]([C:23]([O:25][CH2:26][CH3:27])=[O:24])=[C:15]([C:17]5[CH:22]=[CH:21][CH:20]=[CH:19][CH:18]=5)[N:16]=4)=[C:9]([CH3:11])[N:10]=3)[CH:7]=2)[CH2:33][CH2:32][CH2:31][CH2:30][CH:29]=1, predict the reactants needed to synthesize it. The reactants are: Br[C:2]1[CH:3]=[CH:4][C:5]2[N:6]([C:8]([C:12]3[S:13][C:14]([C:23]([O:25][CH2:26][CH3:27])=[O:24])=[C:15]([C:17]4[CH:22]=[CH:21][CH:20]=[CH:19][CH:18]=4)[N:16]=3)=[C:9]([CH3:11])[N:10]=2)[CH:7]=1.[C:28]1(B2OC(C)(C)C(C)(C)O2)[CH2:33][CH2:32][CH2:31][CH2:30][CH:29]=1.C(=O)([O-])[O-].[Cs+].[Cs+]. (3) Given the product [CH2:1]([O:8][C:9]([C:11]1[CH:20]=[C:19]([O:21][CH2:22][C:23]2[CH:28]=[CH:27][CH:26]=[CH:25][CH:24]=2)[C:18]2[C:13](=[C:14]([N:37]3[CH2:42][CH2:41][CH2:40][CH2:39][CH2:38]3)[CH:15]=[CH:16][CH:17]=2)[N:12]=1)=[O:10])[C:2]1[CH:7]=[CH:6][CH:5]=[CH:4][CH:3]=1, predict the reactants needed to synthesize it. The reactants are: [CH2:1]([O:8][C:9]([C:11]1[CH:20]=[C:19]([O:21][CH2:22][C:23]2[CH:28]=[CH:27][CH:26]=[CH:25][CH:24]=2)[C:18]2[C:13](=[C:14](Br)[CH:15]=[CH:16][CH:17]=2)[N:12]=1)=[O:10])[C:2]1[CH:7]=[CH:6][CH:5]=[CH:4][CH:3]=1.CN1CCNCC1.[NH:37]1[CH2:42][CH2:41][CH2:40][CH2:39][CH2:38]1. (4) Given the product [Si:1]([O:8][C@@H:9]1[C@@:28]2([CH3:29])[C:13](=[CH:14][CH:15]=[C:16]3[C@@H:27]2[CH2:26][CH2:25][C@@:24]2([CH3:30])[C@H:17]3[CH2:18][CH:19]=[C:20]2[C@@H:21]([O:23][CH2:57]/[CH:58]=[CH:59]\[C:60]([CH2:71][CH3:72])([O:63][Si:64]([CH2:69][CH3:70])([CH2:65][CH3:66])[CH2:67][CH3:68])[CH2:61][CH3:62])[CH3:22])[CH2:12][C@@H:11]([O:31][Si:32]([C:35]([CH3:37])([CH3:36])[CH3:38])([CH3:33])[CH3:34])[CH2:10]1)([C:4]([CH3:7])([CH3:6])[CH3:5])([CH3:3])[CH3:2], predict the reactants needed to synthesize it. The reactants are: [Si:1]([O:8][C@@H:9]1[C@@:28]2([CH3:29])[C:13](=[CH:14][CH:15]=[C:16]3[C@@H:27]2[CH2:26][CH2:25][C@@:24]2([CH3:30])[C@H:17]3[CH2:18][CH:19]=[C:20]2[C@@H:21]([OH:23])[CH3:22])[CH2:12][C@@H:11]([O:31][Si:32]([C:35]([CH3:38])([CH3:37])[CH3:36])([CH3:34])[CH3:33])[CH2:10]1)([C:4]([CH3:7])([CH3:6])[CH3:5])([CH3:3])[CH3:2].[H-].[Na+].C1OCCOCCOCCOCCOC1.Br[CH2:57]/[CH:58]=[CH:59]\[C:60]([CH2:71][CH3:72])([O:63][Si:64]([CH2:69][CH3:70])([CH2:67][CH3:68])[CH2:65][CH3:66])[CH2:61][CH3:62]. (5) Given the product [Cl:17][C:11]1[CH:12]=[CH:13][CH:14]=[C:15]([Cl:16])[C:10]=1[C:9]([NH:8][C:6]1[CH:5]=[CH:4][N:3]=[C:2]([NH:19][C:20]2[O:21][CH:22]=[CH:23][N:24]=2)[CH:7]=1)=[O:18], predict the reactants needed to synthesize it. The reactants are: Br[C:2]1[CH:7]=[C:6]([NH:8][C:9](=[O:18])[C:10]2[C:15]([Cl:16])=[CH:14][CH:13]=[CH:12][C:11]=2[Cl:17])[CH:5]=[CH:4][N:3]=1.[NH2:19][C:20]1[O:21][CH:22]=[CH:23][N:24]=1.CC1(C)C2C(=C(P(C3C=CC=CC=3)C3C=CC=CC=3)C=CC=2)OC2C(P(C3C=CC=CC=3)C3C=CC=CC=3)=CC=CC1=2.C([O-])([O-])=O.[Cs+].[Cs+]. (6) Given the product [Cl:19][C:11]1[C:12]([N:14]([CH3:18])[CH2:15][CH2:16][CH3:17])=[CH:13][C:8]2[N:7]=[C:23]([C:24]3[CH:29]=[CH:28][CH:27]=[C:26]([N:30]4[C:34]([CH2:35][OH:36])=[CH:33][N:32]=[N:31]4)[CH:25]=3)[CH2:22][C:21](=[O:44])[NH:20][C:9]=2[CH:10]=1, predict the reactants needed to synthesize it. The reactants are: C(OC(=O)[NH:7][C:8]1[CH:13]=[C:12]([N:14]([CH3:18])[CH2:15][CH2:16][CH3:17])[C:11]([Cl:19])=[CH:10][C:9]=1[NH:20][C:21](=[O:44])[CH2:22][C:23](=O)[C:24]1[CH:29]=[CH:28][CH:27]=[C:26]([N:30]2[C:34]([CH2:35][O:36]C3CCCCO3)=[CH:33][N:32]=[N:31]2)[CH:25]=1)(C)(C)C.C(O)(C(F)(F)F)=O. (7) The reactants are: [NH2:1][CH:2]([CH2:20][C:21]1[CH:26]=[CH:25][C:24]([O:27]C)=[C:23]([F:29])[CH:22]=1)[CH2:3][NH:4][C:5]1[S:6][C:7]([C:10]2[CH:19]=[CH:18][C:13]3[NH:14][C:15](=O)[O:16][C:12]=3[CH:11]=2)=[CH:8][N:9]=1.B(Br)(Br)Br. Given the product [NH2:1][CH:2]([CH2:20][C:21]1[CH:26]=[CH:25][C:24]([OH:27])=[C:23]([F:29])[CH:22]=1)[CH2:3][NH:4][C:5]1[S:6][C:7]([C:10]2[CH:19]=[CH:18][C:13]3[N:14]=[CH:15][O:16][C:12]=3[CH:11]=2)=[CH:8][N:9]=1, predict the reactants needed to synthesize it. (8) Given the product [NH2:17][CH2:15][CH:3]1[CH:2]([OH:1])[CH2:7][CH2:6][N:5]([CH2:8][C:9]2[CH:14]=[CH:13][CH:12]=[CH:11][CH:10]=2)[CH2:4]1, predict the reactants needed to synthesize it. The reactants are: [OH:1][CH:2]1[CH2:7][CH2:6][N:5]([CH2:8][C:9]2[CH:14]=[CH:13][CH:12]=[CH:11][CH:10]=2)[CH2:4][CH:3]1[C:15]([NH2:17])=O.B.CSC.CO.